This data is from Full USPTO retrosynthesis dataset with 1.9M reactions from patents (1976-2016). The task is: Predict the reactants needed to synthesize the given product. (1) The reactants are: [O:1]1[CH2:6][CH2:5][N:4]([C:7]2[CH:13]=[CH:12][C:10]([NH2:11])=[CH:9][CH:8]=2)[CH2:3][CH2:2]1.[NH2:14][CH2:15][C:16]([OH:18])=O.[CH3:19][N:20]([CH3:30])[C:21]1[CH:29]=[CH:28][C:24]([C:25]([O-])=[O:26])=[CH:23][CH:22]=1. Given the product [O:1]1[CH2:2][CH2:3][N:4]([C:7]2[CH:13]=[CH:12][C:10]([NH:11][C:16](=[O:18])[CH2:15][NH:14][C:25](=[O:26])[C:24]3[CH:23]=[CH:22][C:21]([N:20]([CH3:19])[CH3:30])=[CH:29][CH:28]=3)=[CH:9][CH:8]=2)[CH2:5][CH2:6]1, predict the reactants needed to synthesize it. (2) Given the product [CH2:21]([C:22]1[CH:21]=[C:16]2[C:15](=[CH:24][CH:23]=1)[CH:15]=[C:16]([C:17]#[CH:18])[CH:18]=[CH:17]2)[CH2:22][CH2:23][CH3:24], predict the reactants needed to synthesize it. The reactants are: [F-].[CH2:15]([N+]([CH2:15][CH2:16][CH2:17][CH3:18])([CH2:15][CH2:16][CH2:17][CH3:18])[CH2:15][CH2:16][CH2:17][CH3:18])[CH2:16][CH2:17][CH3:18].O.O1[CH2:24][CH2:23][CH2:22][CH2:21]1. (3) The reactants are: [CH:1]1([C:4]2[N:9]=[C:8]([C:10]3[NH:11][O:12][C:13](=[O:15])[N:14]=3)[CH:7]=[C:6]([C:16]([F:19])([F:18])[F:17])[N:5]=2)[CH2:3][CH2:2]1.[C:37]1(P([C:33]2[CH:38]=[CH:37][CH:36]=CC=2)[C:37]2[CH:36]=CC=[CH:33][CH:38]=2)[CH:36]=CC=[CH:33][CH:38]=1.C(OC(N=NC(OCC)=O)=O)C.C1(CO)CC1. Given the product [CH:38]1([CH2:33][N:14]2[C:13](=[O:15])[O:12][N:11]=[C:10]2[C:8]2[CH:7]=[C:6]([C:16]([F:17])([F:19])[F:18])[N:5]=[C:4]([CH:1]3[CH2:2][CH2:3]3)[N:9]=2)[CH2:36][CH2:37]1, predict the reactants needed to synthesize it. (4) Given the product [ClH:15].[C:4]1([CH:3]([Cl:15])[CH:2]([NH:11][CH3:12])[CH3:1])[CH:5]=[CH:6][CH:7]=[CH:8][CH:9]=1, predict the reactants needed to synthesize it. The reactants are: [CH3:1][C@H:2]([NH:11][CH3:12])[C@H:3](O)[C:4]1[CH:5]=[CH:6][CH:7]=[CH:8][CH:9]=1.S(Cl)([Cl:15])=O. (5) The reactants are: [NH2:1][C:2]1[CH:7]=[CH:6][CH:5]=[CH:4][C:3]=1[S:8]([NH2:11])(=[O:10])=[O:9].[F:12][C:13]1[CH:18]=[CH:17][CH:16]=[CH:15][C:14]=1/[CH:19]=[CH:20]/[S:21](Cl)(=[O:23])=[O:22]. Given the product [F:12][C:13]1[CH:18]=[CH:17][CH:16]=[CH:15][C:14]=1/[CH:19]=[CH:20]/[S:21]([NH:1][C:2]1[CH:7]=[CH:6][CH:5]=[CH:4][C:3]=1[S:8]([NH2:11])(=[O:9])=[O:10])(=[O:23])=[O:22], predict the reactants needed to synthesize it. (6) Given the product [CH3:1][O:2][C:3]1[CH:8]=[CH:7][CH:6]=[CH:5][C:4]=1[C:9]1[NH:15][C:14](=[O:13])[O:11][CH:10]=1, predict the reactants needed to synthesize it. The reactants are: [CH3:1][O:2][C:3]1[CH:8]=[CH:7][CH:6]=[CH:5][C:4]=1[C:9](=O)[CH2:10][OH:11].[O-:13][C:14]#[N:15].[K+].C(O)(=O)C.C(O)(C)C. (7) The reactants are: [Br:1][C:2]1[N:7]=[C:6]([C:8](=[S:10])[NH2:9])[CH:5]=[CH:4][CH:3]=1.Br[CH2:12][C:13](=O)[CH2:14][OH:15].O. Given the product [Br:1][C:2]1[N:7]=[C:6]([C:8]2[S:10][CH:12]=[C:13]([CH2:14][OH:15])[N:9]=2)[CH:5]=[CH:4][CH:3]=1, predict the reactants needed to synthesize it. (8) The reactants are: C([N:8]1[CH2:13][CH2:12][CH:11]([N:14]2[C:19]3[C:20]4[CH:26]=[CH:25][N:24]([CH2:27][O:28][CH2:29][CH2:30][Si:31]([CH3:34])([CH3:33])[CH3:32])[C:21]=4[N:22]=[CH:23][C:18]=3[C:17](=[O:35])[NH:16][C:15]2=[O:36])[CH2:10][CH2:9]1)C1C=CC=CC=1.[ClH:37].CO. Given the product [ClH:37].[NH:8]1[CH2:9][CH2:10][CH:11]([N:14]2[C:19]3[C:20]4[CH:26]=[CH:25][N:24]([CH2:27][O:28][CH2:29][CH2:30][Si:31]([CH3:32])([CH3:34])[CH3:33])[C:21]=4[N:22]=[CH:23][C:18]=3[C:17](=[O:35])[NH:16][C:15]2=[O:36])[CH2:12][CH2:13]1, predict the reactants needed to synthesize it. (9) Given the product [F:39][C:13]1[C:12]([CH2:11][CH2:10][C:5]23[CH2:8][CH2:9][C:2]([NH:1][CH2:51][C:49]4[CH:48]=[CH:47][C:44]5[O:45][CH2:46][C:41](=[O:40])[NH:42][C:43]=5[N:50]=4)([CH2:7][CH2:6]2)[CH2:3][O:4]3)=[C:21]2[C:16]([CH:17]=[CH:18][C:19]([O:22][CH2:23][C@@H:24]3[C@H:27]([NH:28][C:29](=[O:38])[O:30][CH2:31][C:32]4[CH:33]=[CH:34][CH:35]=[CH:36][CH:37]=4)[CH2:26][O:25]3)=[N:20]2)=[N:15][CH:14]=1, predict the reactants needed to synthesize it. The reactants are: [NH2:1][C:2]12[CH2:9][CH2:8][C:5]([CH2:10][CH2:11][C:12]3[C:13]([F:39])=[CH:14][N:15]=[C:16]4[C:21]=3[N:20]=[C:19]([O:22][CH2:23][C@@H:24]3[C@H:27]([NH:28][C:29](=[O:38])[O:30][CH2:31][C:32]5[CH:37]=[CH:36][CH:35]=[CH:34][CH:33]=5)[CH2:26][O:25]3)[CH:18]=[CH:17]4)([CH2:6][CH2:7]1)[O:4][CH2:3]2.[O:40]=[C:41]1[CH2:46][O:45][C:44]2[CH:47]=[CH:48][C:49]([CH:51]=O)=[N:50][C:43]=2[NH:42]1.